Predict the reaction yield, written as a fraction of the theoretical maximum amount of product (1.0 means a 100% yield; for example, 0.34 means a 34% yield). From a dataset of Reaction yield outcomes from USPTO patents with 853,638 reactions. The reactants are [Br:1][C:2]1[CH:7]=[CH:6][C:5]([NH:8][C:9]2[N:14]3[CH:15]=[N:16][CH:17]=[C:13]3[CH:12]=[N:11][C:10]=2[C:18]([OH:20])=O)=[C:4]([F:21])[CH:3]=1.Cl.[NH2:23][O:24][CH2:25][C@@H:26]([OH:28])[CH3:27].C1C=CC2N(O)N=NC=2C=1.CCN=C=NCCCN(C)C.CN1CCOCC1. The catalyst is CN(C=O)C.CCOCC.C(OCC)(=O)C. The product is [Br:1][C:2]1[CH:7]=[CH:6][C:5]([NH:8][C:9]2[N:14]3[CH:15]=[N:16][CH:17]=[C:13]3[CH:12]=[N:11][C:10]=2[C:18]([NH:23][O:24][CH2:25][C@@H:26]([OH:28])[CH3:27])=[O:20])=[C:4]([F:21])[CH:3]=1. The yield is 0.250.